Dataset: Peptide-MHC class I binding affinity with 185,985 pairs from IEDB/IMGT. Task: Regression. Given a peptide amino acid sequence and an MHC pseudo amino acid sequence, predict their binding affinity value. This is MHC class I binding data. The peptide sequence is AYISSEATTPV. The MHC is Patr-A0101 with pseudo-sequence Patr-A0101. The binding affinity (normalized) is 0.0785.